Dataset: Full USPTO retrosynthesis dataset with 1.9M reactions from patents (1976-2016). Task: Predict the reactants needed to synthesize the given product. Given the product [CH3:22][N:19]1[CH2:20][CH2:21][C@@:17]([NH:16][C:9](=[O:10])[O:11][C:12]([CH3:13])([CH3:14])[CH3:15])([CH2:24][C:25]#[CH:26])[C:18]1=[O:23], predict the reactants needed to synthesize it. The reactants are: [CH3:13][C:12]([O:11][C:9](O[C:9]([O:11][C:12]([CH3:15])([CH3:14])[CH3:13])=[O:10])=[O:10])([CH3:15])[CH3:14].[NH2:16][C@@:17]1([CH2:24][C:25]#[CH:26])[CH2:21][CH2:20][N:19]([CH3:22])[C:18]1=[O:23].